Dataset: Catalyst prediction with 721,799 reactions and 888 catalyst types from USPTO. Task: Predict which catalyst facilitates the given reaction. (1) Reactant: [Cl:1][C:2]1[CH:10]=[C:9]2[C:5](/[C:6](=[CH:12]\[CH2:13][CH3:14])/[C:7](=[O:11])[NH:8]2)=[CH:4][CH:3]=1.[Cl:15][C:16]1[CH:17]=[C:18]([CH:22]=[N:23][C:24]([O:26][Si](C)(C)C)=[CH2:25])[CH:19]=[CH:20][CH:21]=1. Product: [Cl:1][C:2]1[CH:10]=[C:9]2[NH:8][C:7](=[O:11])[C:6]3([CH:12]([CH2:13][CH3:14])[CH2:26][C:24](=[O:25])[NH:23][CH:22]3[C:18]3[CH:19]=[CH:20][CH:21]=[C:16]([Cl:15])[CH:17]=3)[C:5]2=[CH:4][CH:3]=1. The catalyst class is: 11. (2) Reactant: [Cl-].[CH3:2][O:3][CH2:4][P+](C1C=CC=CC=1)(C1C=CC=CC=1)C1C=CC=CC=1.[Li+].CC([N-]C(C)C)C.[Br:32][C:33]1[N:38]=[C:37]([CH:39]=O)[CH:36]=[CH:35][CH:34]=1. Product: [Br:32][C:33]1[CH:34]=[CH:35][CH:36]=[C:37]([CH:39]=[CH:2][O:3][CH3:4])[N:38]=1. The catalyst class is: 1. (3) Reactant: [Cl:1][C:2]1[CH:7]=[CH:6][C:5]([C@@:8]2([OH:29])[CH2:13][CH2:12][N:11]([C:14](=[O:26])[C@H:15]([NH:18]C(=O)OC(C)(C)C)[CH2:16][CH3:17])[CH2:10][C:9]2([CH3:28])[CH3:27])=[CH:4][CH:3]=1.Cl. Product: [Cl-:1].[Cl:1][C:2]1[CH:3]=[CH:4][C:5]([C@@:8]2([OH:29])[CH2:13][CH2:12][N:11]([C:14](=[O:26])[C@H:15]([NH3+:18])[CH2:16][CH3:17])[CH2:10][C:9]2([CH3:28])[CH3:27])=[CH:6][CH:7]=1. The catalyst class is: 12.